This data is from Peptide-MHC class I binding affinity with 185,985 pairs from IEDB/IMGT. The task is: Regression. Given a peptide amino acid sequence and an MHC pseudo amino acid sequence, predict their binding affinity value. This is MHC class I binding data. (1) The peptide sequence is RQRAVRMVL. The MHC is HLA-B45:06 with pseudo-sequence HLA-B45:06. The binding affinity (normalized) is 0.213. (2) The peptide sequence is KSKPRIHGY. The MHC is HLA-B18:01 with pseudo-sequence HLA-B18:01. The binding affinity (normalized) is 0.0847. (3) The peptide sequence is ETKLGKAGY. The MHC is HLA-A29:02 with pseudo-sequence HLA-A29:02. The binding affinity (normalized) is 0. (4) The peptide sequence is EAVRHFPRI. The MHC is HLA-A01:01 with pseudo-sequence HLA-A01:01. The binding affinity (normalized) is 0. (5) The peptide sequence is AGGWVLWKV. The MHC is HLA-A02:19 with pseudo-sequence HLA-A02:19. The binding affinity (normalized) is 0.0847. (6) The peptide sequence is KTINALVYF. The MHC is HLA-A30:01 with pseudo-sequence HLA-A30:01. The binding affinity (normalized) is 0.549. (7) The peptide sequence is FPCWWLQFR. The MHC is Patr-A0401 with pseudo-sequence Patr-A0401. The binding affinity (normalized) is 0.516. (8) The peptide sequence is WTGNYFTDT. The MHC is HLA-A30:01 with pseudo-sequence HLA-A30:01. The binding affinity (normalized) is 0. (9) The peptide sequence is VQKIFHINPR. The MHC is HLA-A33:01 with pseudo-sequence HLA-A33:01. The binding affinity (normalized) is 0.0960.